From a dataset of Forward reaction prediction with 1.9M reactions from USPTO patents (1976-2016). Predict the product of the given reaction. (1) The product is: [Cl:1][C:2]1[CH:7]=[CH:6][C:5](/[CH:8]=[CH:9]/[C:10]([N:29]2[CH2:28][CH2:27][CH:26]([N:24]3[CH:25]=[C:21]([CH3:20])[N:22]=[N:23]3)[CH2:31][CH2:30]2)=[O:12])=[C:4]([CH2:13][N:14]2[N:18]=[N:17][C:16]([CH3:19])=[N:15]2)[CH:3]=1. Given the reactants [Cl:1][C:2]1[CH:7]=[CH:6][C:5](/[CH:8]=[CH:9]/[C:10]([OH:12])=O)=[C:4]([CH2:13][N:14]2[N:18]=[N:17][C:16]([CH3:19])=[N:15]2)[CH:3]=1.[CH3:20][C:21]1[N:22]=[N:23][N:24]([CH:26]2[CH2:31][CH2:30][NH:29][CH2:28][CH2:27]2)[CH:25]=1.CCN(C(C)C)C(C)C.C(P1(=O)OP(CCC)(=O)OP(CCC)(=O)O1)CC, predict the reaction product. (2) Given the reactants [NH2:1][C:2]1[C:3]([NH:13][CH2:14][CH2:15][CH2:16][OH:17])=[C:4]([CH:9]=[CH:10][C:11]=1[Cl:12])[C:5]([O:7][CH3:8])=[O:6].[Cl:18][C:19]1[CH:24]=[C:23]([O:25][CH3:26])[CH:22]=[C:21]([Cl:27])[C:20]=1[N:28]=[C:29]=[S:30], predict the reaction product. The product is: [Cl:12][C:11]1[CH:10]=[CH:9][C:4]([C:5]([O:7][CH3:8])=[O:6])=[C:3]([NH:13][CH2:14][CH2:15][CH2:16][OH:17])[C:2]=1[NH:1][C:29](=[S:30])[NH:28][C:20]1[C:21]([Cl:27])=[CH:22][C:23]([O:25][CH3:26])=[CH:24][C:19]=1[Cl:18]. (3) Given the reactants [CH2:1]([O:9][CH2:10][CH2:11][CH2:12][NH:13][CH2:14][CH2:15][OH:16])[CH2:2][C:3]1[CH:8]=[CH:7][CH:6]=[CH:5][CH:4]=1.[C:17](O[C:17]([O:19][C:20]([CH3:23])([CH3:22])[CH3:21])=[O:18])([O:19][C:20]([CH3:23])([CH3:22])[CH3:21])=[O:18], predict the reaction product. The product is: [C:20]([O:19][C:17](=[O:18])[N:13]([CH2:14][CH2:15][OH:16])[CH2:12][CH2:11][CH2:10][O:9][CH2:1][CH2:2][C:3]1[CH:8]=[CH:7][CH:6]=[CH:5][CH:4]=1)([CH3:23])([CH3:22])[CH3:21]. (4) Given the reactants [C:1]([C:3]1[CH:8]=[CH:7][C:6]([CH2:9][CH2:10][C:11]([O:13][CH3:14])=[O:12])=[C:5]([F:15])[CH:4]=1)#[CH:2].I[C:17]1[CH:18]=[C:19]([CH:22]=[CH:23][C:24]=1[CH3:25])[C:20]#[N:21], predict the reaction product. The product is: [C:20]([C:19]1[CH:18]=[CH:17][C:24]([CH3:25])=[C:23]([C:2]#[C:1][C:3]2[CH:8]=[CH:7][C:6]([CH2:9][CH2:10][C:11]([O:13][CH3:14])=[O:12])=[C:5]([F:15])[CH:4]=2)[CH:22]=1)#[N:21]. (5) The product is: [C:5]([NH:13][CH:14]1[CH:23]=[CH:22][CH:21]=[CH:20][C:15]1([CH2:16][O:18][C:19]1[CH:10]=[CH:11][CH:6]=[CH:7][CH:8]=1)[C:3]([OH:4])=[O:1])(=[O:12])[C:6]1[CH:7]=[CH:8][CH:9]=[CH:10][CH:11]=1. Given the reactants [OH-:1].[Na+].[CH3:3][OH:4].[C:5]([NH:13][C:14]1[CH:23]=[C:22](COC2C=CC=CC=2)[CH:21]=[CH:20][C:15]=1[C:16]([O:18][CH3:19])=O)(=[O:12])[C:6]1[CH:11]=[CH:10][CH:9]=[CH:8][CH:7]=1, predict the reaction product. (6) The product is: [CH3:1][O:2][C:24](=[O:28])[CH2:23][CH2:22][CH2:21][CH2:25][CH2:14][N:13]([CH3:12])[CH3:27]. Given the reactants [CH:1](O)=[O:2].CCN(C([C@@H]1C=[C:25]2[C@@H:14](CC3C4[C:21]2=[CH:22][CH:23]=[CH:24]C=4NC=3)[N:13]([CH3:27])[CH2:12]1)=O)CC.[OH2:28], predict the reaction product. (7) Given the reactants [NH2:1][C:2]1[N:6]([CH2:7][CH2:8][OH:9])[N:5]=[C:4]([C:10]2[CH:15]=[CH:14][N:13]=[C:12]([NH:16][CH3:17])[CH:11]=2)[CH:3]=1.N1C=CN=C1.[C:23]([Si:27](Cl)([C:34]1[CH:39]=[CH:38][CH:37]=[CH:36][CH:35]=1)[C:28]1[CH:33]=[CH:32][CH:31]=[CH:30][CH:29]=1)([CH3:26])([CH3:25])[CH3:24], predict the reaction product. The product is: [NH2:1][C:2]1[N:6]([CH2:7][CH2:8][O:9][Si:27]([C:23]([CH3:26])([CH3:25])[CH3:24])([C:34]2[CH:35]=[CH:36][CH:37]=[CH:38][CH:39]=2)[C:28]2[CH:33]=[CH:32][CH:31]=[CH:30][CH:29]=2)[N:5]=[C:4]([C:10]2[CH:15]=[CH:14][N:13]=[C:12]([NH:16][CH3:17])[CH:11]=2)[CH:3]=1. (8) Given the reactants Br[C:2]1[CH:7]=[CH:6][CH:5]=[CH:4][C:3]=1[CH2:8][C:9]([OH:11])=[O:10].[NH2:12][C:13]1[CH:18]=[CH:17][C:16]([CH3:19])=[CH:15][CH:14]=1, predict the reaction product. The product is: [CH3:19][C:16]1[CH:17]=[CH:18][C:13]([NH:12][C:2]2[CH:7]=[CH:6][CH:5]=[CH:4][C:3]=2[CH2:8][C:9]([OH:11])=[O:10])=[CH:14][CH:15]=1. (9) Given the reactants Cl[C:2]1[C:3]2[C:10]3[CH2:11][CH2:12][CH:13]([C:15]([N:17]([CH3:19])[CH3:18])=[O:16])[CH2:14][C:9]=3[S:8][C:4]=2[N:5]=[CH:6][N:7]=1.[CH2:20]([O:22][C:23]1[CH:31]=[C:30]2[C:26]([CH:27]=[N:28][NH:29]2)=[CH:25][C:24]=1[NH2:32])[CH3:21], predict the reaction product. The product is: [CH2:20]([O:22][C:23]1[CH:31]=[C:30]2[C:26]([CH:27]=[N:28][NH:29]2)=[CH:25][C:24]=1[NH:32][C:2]1[C:3]2[C:10]3[CH2:11][CH2:12][CH:13]([C:15]([N:17]([CH3:19])[CH3:18])=[O:16])[CH2:14][C:9]=3[S:8][C:4]=2[N:5]=[CH:6][N:7]=1)[CH3:21].